From a dataset of Experimentally validated miRNA-target interactions with 360,000+ pairs, plus equal number of negative samples. Binary Classification. Given a miRNA mature sequence and a target amino acid sequence, predict their likelihood of interaction. (1) The miRNA is hsa-miR-145-5p with sequence GUCCAGUUUUCCCAGGAAUCCCU. The protein sequence of the target gene is MASPSRRLQTKPVITCFKSVLLIYTFIFWITGVILLAVGIWGKVSLENYFSLLNEKATNVPFVLIATGTVIILLGTFGCFATCRASAWMLKLYAMFLTLVFLVELVAAIVGFVFRHEIKNSFKNNYEKALKQYNSTGDYRSHAVDKIQNTLHCCGVTDYRDWTDTNYYSEKGFPKSCCKLEDCTPQRDADKVNNEGCFIKVMTIIESEMGVVAGISFGVACFQLIGIFLAYCLSRAITNNQYEIV. Result: 1 (interaction). (2) The miRNA is hsa-miR-106b-5p with sequence UAAAGUGCUGACAGUGCAGAU. The protein sequence of the target gene is MAELIQKKLQGEVEKYQQLQKDLSKSMSGRQKLEAQLTENNIVKEELALLDGSNVVFKLLGPVLVKQELGEARATVGKRLDYITAEIKRYESQLRDLERQSEQQRETLAQLQQEFQRAQAAKAGAPGKA. Result: 1 (interaction). (3) The miRNA is dme-miR-92b-3p with sequence AAUUGCACUAGUCCCGGCCUGC. The protein sequence of the target gene is MAGLKRRASQVWPEERGEQEHGLYSLHRMFDIVGTHLTHRDVRVLSFLFVDVIDDHERGLIRNGRDFLLALERQGRCDESNFRQVLQLLRIITRHDLLPYVTLKKRRAVCPDLVDKYLEETSIRYVTPRALSDPEPRPPQPSKTVPPHYPVVCCPTSGSQMCSKRPARGRTTLGSQRKRRKSVTPDPKEKQTCDIRLRVRAEYCQHETALQGNVFSNKQDPLERQFERFNQANTILKSRDLGSIICDIKFSELTYLDAFWRDYINGSLLEALKGVFITDSLKQAVGHEAIKLLVNVDEED.... Result: 0 (no interaction). (4) The miRNA is hsa-miR-6828-5p with sequence AGGAAGCAAGAGAACCCUGUGG. The protein sequence of the target gene is MELPAVGEHVFAVESIEKKRIRKGRVEYLVKWRGWSPKYNTWEPEENILDPRLLIAFQNRERQEQLMGYRKRGPKPKPLVVQVPTFARRSNVLTGLQDSSTDNRAKLDLGAQGKGQGHQYELNSKKHHQYQPHSKERAGKPPPPGKSGKYYYQLNSKKHHPYQPDPKMYDLQYQGGHKEAPSPTCPDLGAKSHPPDKWAQGAGAKGYLGAVKPLAGAAGAPGKGSEKGPPNGMMPAPKEAVTGNGIGGKMKIVKNKNKNGRIVIVMSKYMENGMQAVKIKSGEVAEGEARSPSHKKRAAD.... Result: 1 (interaction). (5) The miRNA is cel-miR-794-5p with sequence UGAGGUAAUCAUCGUUGUCACU. The protein sequence of the target gene is MARKRAAGGEPRGRELRSQKSKAKSKARREEEEEDAFEDEKPPKKSLLSKVSQGKRKRGCSHPGGSADGPAKKKVAKVTVKSENLKVIKDEALSDGDDLRDFPSDLKKAHHLKRGATMNEDSNEEEEESENDWEEVEELSEPVLGDVRESTAFSRSLLPVKPVEIEIETPEQAKTRERSEKIKLEFETYLRRAMKRFNKGVHEDTHKVHLLCLLANGFYRNNICSQPDLHAIGLSIIPARFTRVLPRDVDTYYLSNLVKWFIGTFTVNAELSASEQDNLQTTLERRFAIYSARDDEELVH.... Result: 0 (no interaction). (6) The miRNA is mmu-miR-302d-3p with sequence UAAGUGCUUCCAUGUUUGAGUGU. The protein sequence of the target gene is MAVRWTWAGKSCLLLALLTLAYILVEFSVSTLYASPGAGGARELGPRRLPDLDTREEDLSQPLYIKPPADSHALGEWGRASKLQLNEGELKQQEELIERYAINIYLSDRISLHRHIEDKRMYECKAKKFHYRSLPTTSVIIAFYNEAWSTLLRTIHSVLETSPAVLLKEIILVDDLSDRIYLKAQLETYISNLERVRLIRTNKREGLVRARLIGATFATGDVLTFLDCHCECNTGWLEPLLERISRDETAIVCPVIDTIDWNTFEFYMQTGEPMIGGFDWRLTFQWHSVPKHERDRRTSR.... Result: 1 (interaction).